Dataset: Reaction yield outcomes from USPTO patents with 853,638 reactions. Task: Predict the reaction yield, written as a fraction of the theoretical maximum amount of product (1.0 means a 100% yield; for example, 0.34 means a 34% yield). (1) The reactants are O=P(Cl)(Cl)Cl.CN([CH:9]=[O:10])C.[CH3:11][O:12][C:13]1[CH:14]=[C:15]2[C:19](=[CH:20][CH:21]=1)[NH:18][C:17]([CH2:22][N:23]1[CH2:28][CH2:27][N:26]([CH3:29])[CH2:25][CH2:24]1)=[CH:16]2. No catalyst specified. The product is [CH3:11][O:12][C:13]1[CH:14]=[C:15]2[C:19](=[CH:20][CH:21]=1)[NH:18][C:17]([CH2:22][N:23]1[CH2:24][CH2:25][N:26]([CH3:29])[CH2:27][CH2:28]1)=[C:16]2[CH:9]=[O:10]. The yield is 0.950. (2) The reactants are C1(P(C2C=CC=CC=2)C2C=CC=CC=2)C=CC=CC=1.N1C=CN=C1.[CH2:25]([CH:31]([CH2:34][CH2:35][CH2:36][CH2:37][CH2:38][CH2:39][CH2:40][CH3:41])[CH2:32]O)[CH2:26][CH2:27][CH2:28][CH2:29][CH3:30].[I:42]I. The catalyst is ClCCl. The product is [I:42][CH2:32][CH:31]([CH2:25][CH2:26][CH2:27][CH2:28][CH2:29][CH3:30])[CH2:34][CH2:35][CH2:36][CH2:37][CH2:38][CH2:39][CH2:40][CH3:41]. The yield is 0.820. (3) The reactants are Cl.[CH3:2][O:3][C:4](=[O:13])[NH:5][C@H:6]1[C@@H:11]([CH3:12])[CH2:10][CH2:9][NH:8][CH2:7]1.[CH:14](=O)[C:15]1[CH:20]=[CH:19][CH:18]=[CH:17][CH:16]=1.C(N(C(C)C)CC)(C)C.C(O[BH-](OC(=O)C)OC(=O)C)(=O)C.[Na+]. The catalyst is ClCCCl. The product is [CH3:2][O:3][C:4](=[O:13])[NH:5][C@H:6]1[C@@H:11]([CH3:12])[CH2:10][CH2:9][N:8]([CH2:14][C:15]2[CH:20]=[CH:19][CH:18]=[CH:17][CH:16]=2)[CH2:7]1. The yield is 0.810. (4) The catalyst is C(OCC)(=O)C. The product is [CH3:13][C:14]1[N:51]=[C:17]2[N:18]([C:41]3[CH:42]=[CH:43][C:44]4[O:48][CH:47]([CH3:49])[CH2:46][C:45]=4[CH:50]=3)[C:19](=[O:40])[C:20]([CH2:25][C:26]3[CH:27]=[CH:28][C:29]([C:32]4[CH:37]=[CH:36][CH:35]=[CH:34][C:33]=4[C:38]4[NH:3][C:4](=[O:7])[O:5][N:39]=4)=[CH:30][CH:31]=3)=[C:21]([CH2:22][CH2:23][CH3:24])[N:16]2[N:15]=1. The reactants are [Cl-].O[NH3+:3].[C:4](=[O:7])([O-])[OH:5].[Na+].CS(C)=O.[CH3:13][C:14]1[N:51]=[C:17]2[N:18]([C:41]3[CH:42]=[CH:43][C:44]4[O:48][CH:47]([CH3:49])[CH2:46][C:45]=4[CH:50]=3)[C:19](=[O:40])[C:20]([CH2:25][C:26]3[CH:31]=[CH:30][C:29]([C:32]4[C:33]([C:38]#[N:39])=[CH:34][CH:35]=[CH:36][CH:37]=4)=[CH:28][CH:27]=3)=[C:21]([CH2:22][CH2:23][CH3:24])[N:16]2[N:15]=1. The yield is 0.500. (5) The reactants are Br[C:2]1[C:7]([CH2:8][O:9][C:10]2[C:15]([CH:16]=[O:17])=[CH:14][C:13]([O:18][CH3:19])=[N:12][CH:11]=2)=[CH:6][CH:5]=[CH:4][N:3]=1.[CH3:20][N:21](C=O)C. The catalyst is C1C=CC([P]([Pd]([P](C2C=CC=CC=2)(C2C=CC=CC=2)C2C=CC=CC=2)([P](C2C=CC=CC=2)(C2C=CC=CC=2)C2C=CC=CC=2)[P](C2C=CC=CC=2)(C2C=CC=CC=2)C2C=CC=CC=2)(C2C=CC=CC=2)C2C=CC=CC=2)=CC=1. The product is [CH:16]([C:15]1[CH:14]=[C:13]([O:18][CH3:19])[N:12]=[CH:11][C:10]=1[O:9][CH2:8][C:7]1[C:2]([C:20]#[N:21])=[N:3][CH:4]=[CH:5][CH:6]=1)=[O:17]. The yield is 0.840. (6) The reactants are [Cl:1][C:2]1[C:11]2[C:6](=[CH:7][CH:8]=[CH:9][CH:10]=2)[C:5]([OH:12])=[CH:4][N:3]=1.[Si](C=[N+]=[N-])(C)(C)[CH3:14]. The catalyst is C(#N)C. The product is [Cl:1][C:2]1[C:11]2[C:6](=[CH:7][CH:8]=[CH:9][CH:10]=2)[C:5]([O:12][CH3:14])=[CH:4][N:3]=1. The yield is 0.464. (7) The reactants are [Cl:1][C:2]1[CH:3]=[C:4]([NH2:20])[C:5]([NH2:19])=[CH:6][C:7]=1[C:8]1[CH:13]=[CH:12][C:11]([C:14]([F:17])([F:16])[F:15])=[CH:10][C:9]=1[Cl:18].[F:21][C:22]([F:33])([F:32])[C:23]([F:31])([F:30])[C:24]([F:29])([F:28])[C:25](O)=O.C(=O)([O-])[O-].[Na+].[Na+]. The catalyst is O. The product is [Cl:1][C:2]1[C:7]([C:8]2[CH:13]=[CH:12][C:11]([C:14]([F:17])([F:15])[F:16])=[CH:10][C:9]=2[Cl:18])=[CH:6][C:5]2[NH:19][C:25]([C:24]([F:28])([F:29])[C:23]([F:30])([F:31])[C:22]([F:33])([F:32])[F:21])=[N:20][C:4]=2[CH:3]=1. The yield is 0.540.